This data is from Reaction yield outcomes from USPTO patents with 853,638 reactions. The task is: Predict the reaction yield, written as a fraction of the theoretical maximum amount of product (1.0 means a 100% yield; for example, 0.34 means a 34% yield). (1) The reactants are [F:1][C:2]([F:12])([F:11])[O:3][C:4]1[CH:5]=[C:6]([CH:8]=[CH:9][CH:10]=1)[NH2:7].P(=O)(O)(O)O.[N+]([O-])(O)=O.[N:22]([O-])=O.[Na+].C([O-])(=O)C.[K+].[C:31]([CH2:34][C:35](=[O:37])[CH3:36])(=[O:33])[CH3:32]. The catalyst is O.C(O)C. The product is [F:1][C:2]([F:11])([F:12])[O:3][C:4]1[CH:5]=[C:6]([NH:7][N:22]=[C:34]([C:35](=[O:37])[CH3:36])[C:31](=[O:33])[CH3:32])[CH:8]=[CH:9][CH:10]=1. The yield is 0.740. (2) The yield is 0.700. The product is [Cl:1][C:2]1[CH:27]=[CH:26][C:5]([CH2:6][NH:7][C:8]([C:10]2[C:19](=[O:20])[C:18]3[C:13]4=[C:14]([CH2:22][CH:23]([CH2:24][OH:25])[N:12]4[CH:11]=2)[CH:15]=[C:16]([C:33]#[C:34][CH2:31][OH:32])[CH:17]=3)=[O:9])=[CH:4][CH:3]=1. The reactants are [Cl:1][C:2]1[CH:27]=[CH:26][C:5]([CH2:6][NH:7][C:8]([C:10]2[C:19](=[O:20])[C:18]3[C:13]4=[C:14]([CH2:22][CH:23]([CH2:24][OH:25])[N:12]4[CH:11]=2)[CH:15]=[C:16](I)[CH:17]=3)=[O:9])=[CH:4][CH:3]=1.CN([CH:31]=[O:32])C.[CH2:33](N(CC)CC)[CH3:34]. No catalyst specified. (3) The yield is 0.384. The product is [C:1]([C:4]1[N:9]=[C:8]([C:10]2[CH:15]=[CH:14][C:13]([C:27]3[CH:26]=[CH:25][C:24]([CH2:36][C:37]([O:39][CH2:40][CH3:49])=[O:38])=[CH:23][C:22]=3[CH3:21])=[CH:12][CH:11]=2)[C:7]([CH3:19])=[N:6][C:5]=1[CH3:20])(=[O:3])[NH2:2]. The reactants are [C:1]([C:4]1[N:9]=[C:8]([C:10]2[CH:15]=[CH:14][C:13](B(O)O)=[CH:12][CH:11]=2)[C:7]([CH3:19])=[N:6][C:5]=1[CH3:20])(=[O:3])[NH2:2].[CH3:21][C:22]1[CH:23]=[C:24]([CH2:36][C:37]([O:39][CH3:40])=[O:38])[CH:25]=[CH:26][C:27]=1OS(C(F)(F)F)(=O)=O.P([O-])([O-])([O-])=O.[K+].[K+].[K+].[CH3:49]OCCOC. The catalyst is C(O)C.O.Cl[Pd]Cl.C1(P(C2C=CC=CC=2)[C-]2C=CC=C2)C=CC=CC=1.[C-]1(P(C2C=CC=CC=2)C2C=CC=CC=2)C=CC=C1.[Fe+2]. (4) The reactants are CCN(C(C)C)C(C)C.[CH:10]1([C:13](Cl)=[O:14])[CH2:12][CH2:11]1.[NH2:16][CH2:17][C:18]1[CH:23]=[CH:22][C:21]([C:24]([N:26]2[CH2:35][CH2:34][C:33]3[S:32][C:31]([CH3:36])=[N:30][C:29]=3[C:28]3[CH:37]=[CH:38][CH:39]=[CH:40][C:27]2=3)=[O:25])=[CH:20][C:19]=1[CH3:41]. The catalyst is ClCCl. The product is [CH3:41][C:19]1[CH:20]=[C:21]([C:24]([N:26]2[CH2:35][CH2:34][C:33]3[S:32][C:31]([CH3:36])=[N:30][C:29]=3[C:28]3[CH:37]=[CH:38][CH:39]=[CH:40][C:27]2=3)=[O:25])[CH:22]=[CH:23][C:18]=1[CH2:17][NH:16][C:13]([CH:10]1[CH2:12][CH2:11]1)=[O:14]. The yield is 0.460. (5) The reactants are [F:1][C:2]1[CH:7]=[CH:6][C:5]([C:8]2[N:12]([C:13]3[CH:18]=[CH:17][CH:16]=[CH:15][CH:14]=3)[N:11]=[CH:10][C:9]=2[C:19]([O:21]CC)=[O:20])=[CH:4][CH:3]=1.[OH-].[Na+].Cl. The catalyst is C(O)C. The product is [F:1][C:2]1[CH:3]=[CH:4][C:5]([C:8]2[N:12]([C:13]3[CH:18]=[CH:17][CH:16]=[CH:15][CH:14]=3)[N:11]=[CH:10][C:9]=2[C:19]([OH:21])=[O:20])=[CH:6][CH:7]=1. The yield is 0.940. (6) The reactants are [Br:1][C:2]1[CH:3]=[C:4]2[C:10]([C:11]([O:13]C)=[O:12])=[N:9][NH:8][C:5]2=[N:6][CH:7]=1.Cl. The catalyst is [OH-].[Na+]. The product is [Br:1][C:2]1[CH:3]=[C:4]2[C:10]([C:11]([OH:13])=[O:12])=[N:9][NH:8][C:5]2=[N:6][CH:7]=1. The yield is 0.920. (7) The reactants are [CH2:1]([C:4]1[CH:9]=[C:8]([O:10][CH2:11][C:12]2[CH:17]=[CH:16][CH:15]=[CH:14][CH:13]=2)[CH:7]=[CH:6][C:5]=1[OH:18])[CH:2]=[CH2:3].[H][H]. The catalyst is C(OCC)(=O)C.[Pd]. The product is [CH2:11]([O:10][C:8]1[CH:7]=[CH:6][C:5]([OH:18])=[C:4]([CH2:1][CH2:2][CH3:3])[CH:9]=1)[C:12]1[CH:13]=[CH:14][CH:15]=[CH:16][CH:17]=1. The yield is 0.560.